From a dataset of Forward reaction prediction with 1.9M reactions from USPTO patents (1976-2016). Predict the product of the given reaction. (1) Given the reactants [OH:1][C:2]1[C:9]([CH2:10][CH2:11][CH3:12])=[CH:8][C:7]([N+:13]([O-:15])=[O:14])=[CH:6][C:3]=1[CH:4]=O.C(=O)([O-])[O-].[K+].[K+].Br[CH2:23][C:24]([O:26][CH2:27][CH3:28])=[O:25].O, predict the reaction product. The product is: [N+:13]([C:7]1[CH:8]=[C:9]([CH2:10][CH2:11][CH3:12])[C:2]2[O:1][C:23]([C:24]([O:26][CH2:27][CH3:28])=[O:25])=[CH:4][C:3]=2[CH:6]=1)([O-:15])=[O:14]. (2) Given the reactants Br[CH2:2][C@@H:3]([C:5]1[CH:10]=[CH:9][C:8]([C:11]([F:14])([F:13])[F:12])=[C:7]([F:15])[CH:6]=1)[OH:4].[C-:16]#[N:17].[Na+], predict the reaction product. The product is: [F:15][C:7]1[CH:6]=[C:5]([C@@H:3]([OH:4])[CH2:2][C:16]#[N:17])[CH:10]=[CH:9][C:8]=1[C:11]([F:14])([F:13])[F:12]. (3) Given the reactants C(OC(=O)[NH:7][C:8]1[CH:13]=[C:12]([O:14][CH2:15][CH3:16])[C:11]([C:17]([F:20])([F:19])[F:18])=[CH:10][C:9]=1[NH:21][C:22](=[O:37])[CH2:23][C:24](=O)[C:25]1[CH:30]=[CH:29][CH:28]=[C:27]([N:31]2[CH:35]=[CH:34][N:33]=[N:32]2)[CH:26]=1)(C)(C)C.C(O)(C(F)(F)F)=O, predict the reaction product. The product is: [CH2:15]([O:14][C:12]1[C:11]([C:17]([F:20])([F:19])[F:18])=[CH:10][C:9]2[NH:21][C:22](=[O:37])[CH2:23][C:24]([C:25]3[CH:30]=[CH:29][CH:28]=[C:27]([N:31]4[CH:35]=[CH:34][N:33]=[N:32]4)[CH:26]=3)=[N:7][C:8]=2[CH:13]=1)[CH3:16]. (4) Given the reactants C(N(CC)CC)C.[Si:8](Cl)([C:11]([CH3:14])([CH3:13])[CH3:12])([CH3:10])[CH3:9].CN(C1C=CC=CN=1)C.[CH2:25]([C:27]([C:46]1[CH:51]=[CH:50][C:49](/[CH:52]=[CH:53]/[C:54]([C:60]([F:63])([F:62])[F:61])([OH:59])[C:55]([F:58])([F:57])[F:56])=[C:48]([CH3:64])[CH:47]=1)([C:30]1[CH:35]=[CH:34][C:33]([B:36]2[O:40][C:39]([CH3:42])([CH3:41])[C:38]([CH3:44])([CH3:43])[O:37]2)=[C:32]([CH3:45])[CH:31]=1)[CH2:28][CH3:29])[CH3:26], predict the reaction product. The product is: [C:11]([Si:8]([CH3:10])([CH3:9])[O:59][C:54]([C:60]([F:63])([F:62])[F:61])([C:55]([F:56])([F:57])[F:58])/[CH:53]=[CH:52]/[C:49]1[CH:50]=[CH:51][C:46]([C:27]([C:30]2[CH:35]=[CH:34][C:33]([B:36]3[O:40][C:39]([CH3:41])([CH3:42])[C:38]([CH3:44])([CH3:43])[O:37]3)=[C:32]([CH3:45])[CH:31]=2)([CH2:25][CH3:26])[CH2:28][CH3:29])=[CH:47][C:48]=1[CH3:64])([CH3:14])([CH3:13])[CH3:12].